This data is from Peptide-MHC class I binding affinity with 185,985 pairs from IEDB/IMGT. The task is: Regression. Given a peptide amino acid sequence and an MHC pseudo amino acid sequence, predict their binding affinity value. This is MHC class I binding data. (1) The peptide sequence is YILLENDMKF. The MHC is HLA-B53:01 with pseudo-sequence HLA-B53:01. The binding affinity (normalized) is 0.249. (2) The peptide sequence is PLLFILFYFA. The MHC is HLA-A02:01 with pseudo-sequence HLA-A02:01. The binding affinity (normalized) is 0.655. (3) The peptide sequence is AYLLQHLDL. The MHC is HLA-B35:01 with pseudo-sequence HLA-B35:01. The binding affinity (normalized) is 0.0847. (4) The peptide sequence is IWYMWLGARF. The MHC is HLA-A23:01 with pseudo-sequence HLA-A23:01. The binding affinity (normalized) is 0.805. (5) The peptide sequence is RRATAILRK. The MHC is HLA-A03:01 with pseudo-sequence HLA-A03:01. The binding affinity (normalized) is 0.0847. (6) The peptide sequence is YHSNVKEL. The MHC is HLA-B44:02 with pseudo-sequence HLA-B44:02. The binding affinity (normalized) is 0.